From a dataset of Reaction yield outcomes from USPTO patents with 853,638 reactions. Predict the reaction yield, written as a fraction of the theoretical maximum amount of product (1.0 means a 100% yield; for example, 0.34 means a 34% yield). (1) The reactants are [NH:1]1[CH2:9][CH2:8][CH:4]([C:5]([NH2:7])=[O:6])[CH2:3][CH2:2]1.S([O-])([O-])(=O)=O.[Na+].[Na+].[CH:17]([C:19]1[CH:52]=[CH:51][C:22]([C:23]([CH2:25][NH:26][CH2:27][CH2:28][N:29]2[CH2:34][CH2:33][CH:32]([O:35][C:36](=[O:50])[NH:37][C:38]3[CH:43]=[CH:42][CH:41]=[CH:40][C:39]=3[C:44]3[CH:49]=[CH:48][CH:47]=[CH:46][CH:45]=3)[CH2:31][CH2:30]2)=[O:24])=[CH:21][CH:20]=1)=O.C(O[BH-](OC(=O)C)OC(=O)C)(=O)C.[Na+]. The catalyst is C(O)(C)C.C(O)(=O)C. The product is [C:5]([CH:4]1[CH2:8][CH2:9][N:1]([CH2:17][C:19]2[CH:20]=[CH:21][C:22]([C:23]([CH2:25][NH:26][CH2:27][CH2:28][N:29]3[CH2:34][CH2:33][CH:32]([O:35][C:36](=[O:50])[NH:37][C:38]4[CH:43]=[CH:42][CH:41]=[CH:40][C:39]=4[C:44]4[CH:45]=[CH:46][CH:47]=[CH:48][CH:49]=4)[CH2:31][CH2:30]3)=[O:24])=[CH:51][CH:52]=2)[CH2:2][CH2:3]1)(=[O:6])[NH2:7]. The yield is 0.800. (2) The reactants are [Br:1][C:2]1[CH:7]=[CH:6][C:5](F)=[CH:4][C:3]=1[Cl:9].[CH2:10]([S-:12])[CH3:11].[Na+]. The catalyst is CS(C)=O. The product is [Br:1][C:2]1[CH:7]=[CH:6][C:5]([S:12][CH2:10][CH3:11])=[CH:4][C:3]=1[Cl:9]. The yield is 0.700. (3) The reactants are [N+:1]([C:4]1[CH:9]=[CH:8][C:7]([N:10]2[CH2:15][CH2:14][N:13]([C:16]3[CH:21]=[CH:20][CH:19]=[CH:18][N:17]=3)[CH2:12][CH2:11]2)=[CH:6][CH:5]=1)([O-])=O. The catalyst is [Pd].[C].CO.C(OCC)(=O)C. The product is [N:17]1[CH:18]=[CH:19][CH:20]=[CH:21][C:16]=1[N:13]1[CH2:14][CH2:15][N:10]([C:7]2[CH:6]=[CH:5][C:4]([NH2:1])=[CH:9][CH:8]=2)[CH2:11][CH2:12]1. The yield is 1.00. (4) The reactants are [O:1]=[C:2]1[C:10]2([C:22]3[C:13](=[CH:14][C:15]4[O:20][CH2:19][CH2:18][O:17][C:16]=4[CH:21]=3)[O:12][CH2:11]2)[C:9]2[C:4](=[CH:5][CH:6]=[CH:7][CH:8]=2)[N:3]1[CH2:23][C:24]1[CH:25]=[C:26]([CH:30]=[CH:31][CH:32]=1)[C:27]([NH2:29])=[O:28].CO[C:35](OC)([N:37](C)C)[CH3:36].Cl.NO.[OH-].[Na+]. The catalyst is O1CCOCC1.O.C(O)(=O)C. The product is [CH3:36][C:35]1[N:29]=[C:27]([C:26]2[CH:25]=[C:24]([CH:32]=[CH:31][CH:30]=2)[CH2:23][N:3]2[C:4]3[C:9](=[CH:8][CH:7]=[CH:6][CH:5]=3)[C:10]3([C:22]4[C:13](=[CH:14][C:15]5[O:20][CH2:19][CH2:18][O:17][C:16]=5[CH:21]=4)[O:12][CH2:11]3)[C:2]2=[O:1])[O:28][N:37]=1. The yield is 0.0600. (5) The reactants are C(N(CC)CC)C.[C:8]([O:12][C:13]([CH3:16])([CH3:15])[CH3:14])(=[O:11])[CH:9]=[CH2:10].C1(C(C2C=CC=CC=2)CCP)C=CC=CC=1.[Cl:33][C:34]1[CH:60]=[CH:59][C:37]([O:38][C:39]2[C:48]3[C:43](=[CH:44][C:45](OS(C(F)(F)F)(=O)=O)=[C:46]([O:49][CH3:50])[CH:47]=3)[N:42]=[CH:41][N:40]=2)=[C:36]([F:61])[CH:35]=1. The catalyst is CN(C=O)C.C([O-])(=O)C.[Pd+2].C([O-])(=O)C. The product is [Cl:33][C:34]1[CH:60]=[CH:59][C:37]([O:38][C:39]2[C:48]3[C:43](=[CH:44][C:45]([CH:10]=[CH:9][C:8]([O:12][C:13]([CH3:16])([CH3:15])[CH3:14])=[O:11])=[C:46]([O:49][CH3:50])[CH:47]=3)[N:42]=[CH:41][N:40]=2)=[C:36]([F:61])[CH:35]=1. The yield is 0.490. (6) The reactants are [ClH:1].[CH2:2]([C:6]1[N:7]=[C:8]([NH2:11])[NH:9][CH:10]=1)[CH2:3][C:4]#[CH:5].[N:12]([CH2:15][C:16]1[CH:20]=[CH:19][O:18][CH:17]=1)=[N+:13]=[N-:14]. No catalyst specified. The product is [ClH:1].[O:18]1[CH:19]=[CH:20][C:16]([CH2:15][N:12]2[CH:5]=[C:4]([CH2:3][CH2:2][C:6]3[N:7]=[C:8]([NH2:11])[NH:9][CH:10]=3)[N:14]=[N:13]2)=[CH:17]1. The yield is 0.540. (7) The reactants are Br[C:2]1[C:7](=[O:8])[N:6]([CH2:9][C:10]2[CH:15]=[CH:14][C:13]([C:16]3[C:17]([C:22]#[N:23])=[CH:18][CH:19]=[CH:20][CH:21]=3)=[CH:12][CH:11]=2)[C:5]([O:24][CH2:25][CH3:26])=[N:4][C:3]=1[CH3:27].[CH:28]([O:31][C:32]1[CH:37]=[CH:36][C:35](B(O)O)=[CH:34][CH:33]=1)([CH3:30])[CH3:29]. The catalyst is C(=O)([O-])[O-].[Cs+].[Cs+].O1CCOCC1.C(OCC)(=O)C.C1C=CC(P(C2C=CC=CC=2)[C-]2C=CC=C2)=CC=1.C1C=CC(P(C2C=CC=CC=2)[C-]2C=CC=C2)=CC=1.Cl[Pd]Cl.[Fe+2]. The product is [CH2:25]([O:24][C:5]1[N:6]([CH2:9][C:10]2[CH:15]=[CH:14][C:13]([C:16]3[C:17]([C:22]#[N:23])=[CH:18][CH:19]=[CH:20][CH:21]=3)=[CH:12][CH:11]=2)[C:7](=[O:8])[C:2]([C:35]2[CH:36]=[CH:37][C:32]([O:31][CH:28]([CH3:30])[CH3:29])=[CH:33][CH:34]=2)=[C:3]([CH3:27])[N:4]=1)[CH3:26]. The yield is 0.940. (8) The yield is 0.780. The reactants are [I:1][C:2]1[CH:3]=[C:4]([C:8]2[N:9]=[CH:10][N:11]([CH3:26])[C:12]=2[C:13]2[S:25][C:16]3[N:17]=[CH:18][N:19]=[C:20](S(C)(=O)=O)[C:15]=3[CH:14]=2)[CH:5]=[CH:6][CH:7]=1.[NH3:27]. The catalyst is O1CCOCC1. The product is [I:1][C:2]1[CH:3]=[C:4]([C:8]2[N:9]=[CH:10][N:11]([CH3:26])[C:12]=2[C:13]2[S:25][C:16]3[N:17]=[CH:18][N:19]=[C:20]([NH2:27])[C:15]=3[CH:14]=2)[CH:5]=[CH:6][CH:7]=1. (9) The reactants are [CH3:1][O:2][C:3](=[O:18])[C:4]1[CH:9]=[C:8](F)[C:7]([C:11]([F:14])([F:13])[F:12])=[CH:6][C:5]=1[N+:15]([O-:17])=[O:16].[CH3:19][NH2:20]. The catalyst is O1CCOCC1. The product is [CH3:1][O:2][C:3](=[O:18])[C:4]1[CH:9]=[C:8]([NH:20][CH3:19])[C:7]([C:11]([F:14])([F:13])[F:12])=[CH:6][C:5]=1[N+:15]([O-:17])=[O:16]. The yield is 0.954. (10) The reactants are Br[C:2]1[C:11]2[C:6](=[CH:7][CH:8]=[C:9]([OH:12])[CH:10]=2)[N:5]=[C:4]([C:13]2[CH:18]=[CH:17][C:16]([OH:19])=[C:15]([F:20])[CH:14]=2)[CH:3]=1.[F:21][C:22]([F:33])([F:32])[C:23]1[CH:28]=[CH:27][C:26](B(O)O)=[CH:25][CH:24]=1. No catalyst specified. The product is [F:20][C:15]1[CH:14]=[C:13]([C:4]2[CH:3]=[C:2]([C:26]3[CH:27]=[CH:28][C:23]([C:22]([F:33])([F:32])[F:21])=[CH:24][CH:25]=3)[C:11]3[C:6](=[CH:7][CH:8]=[C:9]([OH:12])[CH:10]=3)[N:5]=2)[CH:18]=[CH:17][C:16]=1[OH:19]. The yield is 0.760.